This data is from Full USPTO retrosynthesis dataset with 1.9M reactions from patents (1976-2016). The task is: Predict the reactants needed to synthesize the given product. The reactants are: Br[C:2]1[C:3]([CH3:16])=[C:4]([O:13][CH2:14][CH3:15])[C:5]2[O:9][CH:8]([CH3:10])[CH2:7][C:6]=2[C:11]=1[CH3:12].[CH3:17][O:18][C:19]1[CH:24]=[CH:23][C:22]([N:25]2[CH2:30][CH2:29][NH:28][CH2:27][CH2:26]2)=[CH:21][CH:20]=1. Given the product [CH2:14]([O:13][C:4]1[C:5]2[O:9][CH:8]([CH3:10])[CH2:7][C:6]=2[C:11]([CH3:12])=[C:2]([N:28]2[CH2:27][CH2:26][N:25]([C:22]3[CH:21]=[CH:20][C:19]([O:18][CH3:17])=[CH:24][CH:23]=3)[CH2:30][CH2:29]2)[C:3]=1[CH3:16])[CH3:15], predict the reactants needed to synthesize it.